Dataset: Peptide-MHC class II binding affinity with 134,281 pairs from IEDB. Task: Regression. Given a peptide amino acid sequence and an MHC pseudo amino acid sequence, predict their binding affinity value. This is MHC class II binding data. (1) The peptide sequence is RPGVSKKFLSLLTSS. The MHC is DRB5_0101 with pseudo-sequence DRB5_0101. The binding affinity (normalized) is 0.420. (2) The peptide sequence is YDKFLANVSTVLTGF. The MHC is DRB1_1101 with pseudo-sequence DRB1_1101. The binding affinity (normalized) is 0.393. (3) The peptide sequence is AFKVAATAANAAPSN. The MHC is DRB1_1001 with pseudo-sequence DRB1_1001. The binding affinity (normalized) is 0.965. (4) The peptide sequence is ALREKVLGLPAIKAW. The MHC is DRB1_1201 with pseudo-sequence DRB1_1201. The binding affinity (normalized) is 0.550. (5) The peptide sequence is TLEVHAVKPAAEEVK. The MHC is HLA-DPA10201-DPB10501 with pseudo-sequence HLA-DPA10201-DPB10501. The binding affinity (normalized) is 0.171.